This data is from Full USPTO retrosynthesis dataset with 1.9M reactions from patents (1976-2016). The task is: Predict the reactants needed to synthesize the given product. (1) Given the product [N:18]1([C@H:19]2[CH2:28][CH2:27][C:26]3[CH:25]=[C:24]([C:29]#[N:30])[CH:23]=[CH:22][C:21]=3[CH2:20]2)[CH2:13][CH2:12][NH:4][CH2:1][CH2:2]1, predict the reactants needed to synthesize it. The reactants are: [CH2:1]([N:4]([CH2:12][CH:13]=C)C(=O)OC(C)(C)C)[CH:2]=C.O=[O+][O-].[NH2:18][C@H:19]1[CH2:28][CH2:27][C:26]2[CH:25]=[C:24]([C:29]#[N:30])[CH:23]=[CH:22][C:21]=2[CH2:20]1.C(N(CC)CC)C.[BH-](OC(C)=O)(OC(C)=O)OC(C)=O.[Na+]. (2) The reactants are: [NH2:1][C:2]1[S:3][C:4]2[C:10](=[O:11])[CH2:9][CH2:8][CH2:7][C:5]=2[N:6]=1.[C:12]1([CH:18]([CH2:22][CH3:23])[C:19](O)=[O:20])[CH:17]=[CH:16][CH:15]=[CH:14][CH:13]=1.C(N(CC)CC)C.F[P-](F)(F)(F)(F)F.N1(OC(N(C)C)=[N+](C)C)C2N=CC=CC=2N=N1. Given the product [O:11]=[C:10]1[C:4]2[S:3][C:2]([NH:1][C:19](=[O:20])[CH:18]([C:12]3[CH:17]=[CH:16][CH:15]=[CH:14][CH:13]=3)[CH2:22][CH3:23])=[N:6][C:5]=2[CH2:7][CH2:8][CH2:9]1, predict the reactants needed to synthesize it. (3) Given the product [CH3:1][O:2][C:3](=[O:33])[CH2:4][C:5]1[CH:6]=[C:7]([C:13]2[CH:18]=[CH:17][C:16]([C:19]([F:21])([F:20])[F:22])=[CH:15][C:14]=2[CH2:23][N:24]([C:35]([O:37][CH3:38])=[O:36])[CH2:25][CH2:26][C:27]2[CH:32]=[CH:31][CH:30]=[CH:29][CH:28]=2)[C:8]([O:11][CH3:12])=[CH:9][CH:10]=1, predict the reactants needed to synthesize it. The reactants are: [CH3:1][O:2][C:3](=[O:33])[CH2:4][C:5]1[CH:6]=[C:7]([C:13]2[CH:18]=[CH:17][C:16]([C:19]([F:22])([F:21])[F:20])=[CH:15][C:14]=2[CH2:23][NH:24][CH2:25][CH2:26][C:27]2[CH:32]=[CH:31][CH:30]=[CH:29][CH:28]=2)[C:8]([O:11][CH3:12])=[CH:9][CH:10]=1.Cl[C:35]([O:37][CH3:38])=[O:36]. (4) Given the product [F:1][C:2]([S:5][C:6]1[CH:11]=[CH:10][CH:9]=[CH:8][C:7]=1[C:20]#[C:19][C:13]1[CH:18]=[CH:17][CH:16]=[CH:15][CH:14]=1)([F:4])[F:3], predict the reactants needed to synthesize it. The reactants are: [F:1][C:2]([S:5][C:6]1[CH:11]=[CH:10][CH:9]=[CH:8][C:7]=1I)([F:4])[F:3].[C:13]1([C:19]#[CH:20])[CH:18]=[CH:17][CH:16]=[CH:15][CH:14]=1. (5) Given the product [N:10]1[NH:29][N:30]=[N:31][C:9]=1[C:11]1[CH:12]=[C:13]([CH:26]=[CH:27][CH:28]=1)[CH2:14][CH2:15][O:16][CH2:17][CH2:18][C:19]([O:21][C:22]([CH3:25])([CH3:23])[CH3:24])=[O:20], predict the reactants needed to synthesize it. The reactants are: Cl.C(N(CC)CC)C.[C:9]([C:11]1[CH:12]=[C:13]([CH:26]=[CH:27][CH:28]=1)[CH2:14][CH2:15][O:16][CH2:17][CH2:18][C:19]([O:21][C:22]([CH3:25])([CH3:24])[CH3:23])=[O:20])#[N:10].[N-:29]=[N+:30]=[N-:31].[Na+].Cl. (6) Given the product [Br:1][C:2]1[CH:11]=[CH:10][C:5]([C:6]([NH:8][NH:9][C:26](=[O:27])[C:25]2[CH:29]=[CH:30][C:22]([C:18]([CH3:20])([CH3:19])[CH3:21])=[CH:23][CH:24]=2)=[O:7])=[CH:4][CH:3]=1, predict the reactants needed to synthesize it. The reactants are: [Br:1][C:2]1[CH:11]=[CH:10][C:5]([C:6]([NH:8][NH2:9])=[O:7])=[CH:4][CH:3]=1.N1C=CC=CC=1.[C:18]([C:22]1[CH:30]=[CH:29][C:25]([C:26](Cl)=[O:27])=[CH:24][CH:23]=1)([CH3:21])([CH3:20])[CH3:19]. (7) The reactants are: [CH3:9][C:8](N=N[C:8]([C:11]#N)([CH3:10])[CH3:9])([C:11]#N)[CH3:10].C(C(C)=[O:16])C.[O:18]1C[CH2:22][O:21][CH2:20][CH2:19]1. Given the product [C:11]([O:18][CH2:19][CH:20]1[O:21][CH2:22]1)(=[O:16])[C:8]([CH3:9])=[CH2:10], predict the reactants needed to synthesize it. (8) Given the product [F:47][C:45]1[CH:46]=[C:41]([C@H:37]2[CH2:38][CH2:39][CH2:40][N:36]2[C:33]2[CH:34]=[CH:35][C:30]3[N:31]([C:27]([C:9]4[CH:10]=[CH:11][CH:12]=[C:7]([C:2]5([CH3:1])[O:3][CH2:4][CH2:5][O:6]5)[N:8]=4)=[CH:28][N:29]=3)[N:32]=2)[CH:42]=[CH:43][CH:44]=1, predict the reactants needed to synthesize it. The reactants are: [CH3:1][C:2]1([C:7]2[CH:12]=[CH:11][CH:10]=[C:9]([Sn](CCCC)(CCCC)CCCC)[N:8]=2)[O:6][CH2:5][CH2:4][O:3]1.Br[C:27]1[N:31]2[N:32]=[C:33]([N:36]3[CH2:40][CH2:39][CH2:38][CH:37]3[C:41]3[CH:46]=[C:45]([F:47])[CH:44]=[CH:43][C:42]=3F)[CH:34]=[CH:35][C:30]2=[N:29][CH:28]=1. (9) Given the product [CH2:1]([O:3][C:4]([C:6]1[CH2:11][CH2:10][N:9]([C:12]([O:14][C:15]([CH3:18])([CH3:17])[CH3:16])=[O:13])[CH2:8][C:7]=1[NH2:20])=[O:5])[CH3:2], predict the reactants needed to synthesize it. The reactants are: [CH2:1]([O:3][C:4]([CH:6]1[CH2:11][CH2:10][N:9]([C:12]([O:14][C:15]([CH3:18])([CH3:17])[CH3:16])=[O:13])[CH2:8][C:7]1=O)=[O:5])[CH3:2].[NH4+:20].CCO. (10) Given the product [BrH:18].[NH2:12][C:8]1[CH:7]=[C:6]2[C:11](=[CH:10][CH:9]=1)[CH:2]([CH3:1])[N:3]([CH3:17])[CH2:4][CH2:5]2, predict the reactants needed to synthesize it. The reactants are: [CH3:1][CH:2]1[C:11]2[C:6](=[CH:7][C:8]([NH:12]C(=O)OC)=[CH:9][CH:10]=2)[CH2:5][CH2:4][N:3]1[CH3:17].[BrH:18].